From a dataset of Catalyst prediction with 721,799 reactions and 888 catalyst types from USPTO. Predict which catalyst facilitates the given reaction. (1) Reactant: C1(C(C2C=CC=CC=2)[N:8]2[CH2:11][CH:10]([N:12]3[C:16]([CH2:17][C:18]4[CH:23]=[CH:22][C:21]([F:24])=[CH:20][CH:19]=4)=[CH:15][C:14]([C:25]4[CH:30]=[CH:29][N:28]=[CH:27][CH:26]=4)=[N:13]3)[CH2:9]2)C=CC=CC=1. Product: [F:24][C:21]1[CH:22]=[CH:23][C:18]([CH2:17][C:16]2[N:12]([CH:10]3[CH2:9][NH:8][CH2:11]3)[N:13]=[C:14]([C:25]3[CH:30]=[CH:29][N:28]=[CH:27][CH:26]=3)[CH:15]=2)=[CH:19][CH:20]=1. The catalyst class is: 582. (2) Reactant: [C:1]([C:3]1[C:8]2[N:9]=[C:10]([N:12]3[CH2:15][CH:14]([CH2:16][C:17]([O:19][CH2:20][CH3:21])=[O:18])[CH2:13]3)[O:11][C:7]=2[C:6](F)=[C:5]([C:23]2[CH:28]=[CH:27][CH:26]=[CH:25][CH:24]=2)[C:4]=1[CH3:29])#[N:2].C(N(CC)CC)C.[CH3:37][N:38]([CH3:44])[C@H:39]1[CH2:43][CH2:42][NH:41][CH2:40]1. Product: [C:1]([C:3]1[C:8]2[N:9]=[C:10]([N:12]3[CH2:15][CH:14]([CH2:16][C:17]([O:19][CH2:20][CH3:21])=[O:18])[CH2:13]3)[O:11][C:7]=2[C:6]([N:41]2[CH2:42][CH2:43][C@H:39]([N:38]([CH3:44])[CH3:37])[CH2:40]2)=[C:5]([C:23]2[CH:28]=[CH:27][CH:26]=[CH:25][CH:24]=2)[C:4]=1[CH3:29])#[N:2]. The catalyst class is: 16. (3) Reactant: [NH2:1][CH:2]1[CH2:7][CH2:6][N:5]([CH2:8][C:9]2[CH:14]=[CH:13][CH:12]=[CH:11][CH:10]=2)[CH2:4][CH2:3]1.N1C=CC=CC=1.[CH3:21][S:22](Cl)(=[O:24])=[O:23].O. Product: [CH2:8]([N:5]1[CH2:6][CH2:7][CH:2]([NH:1][S:22]([CH3:21])(=[O:24])=[O:23])[CH2:3][CH2:4]1)[C:9]1[CH:14]=[CH:13][CH:12]=[CH:11][CH:10]=1. The catalyst class is: 4. (4) Reactant: [N+](CCCC)(CCCC)(CCCC)CCCC.[F-].[OH:19][C:20]([CH3:50])([CH3:49])[CH2:21][C@@:22]1([C:43]2[CH:48]=[CH:47][CH:46]=[CH:45][CH:44]=2)[O:27][C:26](=[O:28])[N:25]([C@H:29]([C:31]2[CH:36]=[CH:35][C:34]([C:37]#[C:38][Si](C)(C)C)=[CH:33][CH:32]=2)[CH3:30])[CH2:24][CH2:23]1. Product: [C:37]([C:34]1[CH:33]=[CH:32][C:31]([C@@H:29]([N:25]2[CH2:24][CH2:23][C@:22]([CH2:21][C:20]([OH:19])([CH3:49])[CH3:50])([C:43]3[CH:44]=[CH:45][CH:46]=[CH:47][CH:48]=3)[O:27][C:26]2=[O:28])[CH3:30])=[CH:36][CH:35]=1)#[CH:38]. The catalyst class is: 7. (5) The catalyst class is: 3. Product: [Cl:25][C:26]1[N:31]=[C:30]([CH3:32])[C:29]([C:33]([N:51]2[CH2:50][CH2:49][N:48]([S:52]([C:55]3[CH:56]=[CH:57][C:58]([C:61]([F:64])([F:62])[F:63])=[CH:59][CH:60]=3)(=[O:53])=[O:54])[CH2:47][C@@H:46]2[CH3:45])=[O:35])=[CH:28][CH:27]=1. Reactant: CN(C(ON1N=NC2C=CC=NC1=2)=[N+](C)C)C.F[P-](F)(F)(F)(F)F.[Cl:25][C:26]1[N:31]=[C:30]([CH3:32])[C:29]([C:33]([OH:35])=O)=[CH:28][CH:27]=1.CCN(C(C)C)C(C)C.[CH3:45][C@@H:46]1[NH:51][CH2:50][CH2:49][N:48]([S:52]([C:55]2[CH:60]=[CH:59][C:58]([C:61]([F:64])([F:63])[F:62])=[CH:57][CH:56]=2)(=[O:54])=[O:53])[CH2:47]1. (6) Reactant: C(OC(=O)[NH:7][CH2:8][CH2:9][C:10]#[C:11][C:12]1[CH:17]=[CH:16][CH:15]=[CH:14][CH:13]=1)(C)(C)C. Product: [C:12]1([C:11]#[C:10][CH2:9][CH2:8][NH2:7])[CH:17]=[CH:16][CH:15]=[CH:14][CH:13]=1. The catalyst class is: 330. (7) Reactant: [CH3:1][CH2:2][CH2:3][CH2:4][NH:5][C:6]1[CH:7]=[C:8]([C:23]([OH:25])=O)[CH:9]=[C:10]([S:19]([NH2:22])(=[O:21])=[O:20])[C:11]=1[O:12][C:13]1[CH:14]=[CH:15][CH:16]=[CH:17][CH:18]=1.C(N=C=NCCCN(C)C)C.ON1C2C=CC=CC=2N=N1.[CH2:47]([NH:49][CH2:50][CH3:51])[CH3:48]. Product: [CH2:47]([N:49]([CH2:50][CH3:51])[C:23](=[O:25])[C:8]1[CH:7]=[C:6]([NH:5][CH2:4][CH2:3][CH2:2][CH3:1])[C:11]([O:12][C:13]2[CH:18]=[CH:17][CH:16]=[CH:15][CH:14]=2)=[C:10]([S:19]([NH2:22])(=[O:21])=[O:20])[CH:9]=1)[CH3:48]. The catalyst class is: 4. (8) Reactant: C[O:2][C:3](=[O:39])[C@@H:4]([NH:14][C:15]([C:17]1[S:18][C:19]([C:26](=[O:38])[NH:27][CH2:28][C:29]2[CH:37]=[CH:36][CH:35]=[C:34]3[C:30]=2[CH:31]=[CH:32][NH:33]3)=[CH:20][C:21]=1[C:22]([F:25])([F:24])[F:23])=[O:16])[CH2:5][NH:6][C:7]([C:9]1[S:10][CH:11]=[CH:12][CH:13]=1)=[O:8].O.[OH-].[Li+].Cl. Product: [NH:33]1[C:34]2[C:30](=[C:29]([CH2:28][NH:27][C:26]([C:19]3[S:18][C:17]([C:15]([NH:14][C@@H:4]([CH2:5][NH:6][C:7]([C:9]4[S:10][CH:11]=[CH:12][CH:13]=4)=[O:8])[C:3]([OH:39])=[O:2])=[O:16])=[C:21]([C:22]([F:23])([F:25])[F:24])[CH:20]=3)=[O:38])[CH:37]=[CH:36][CH:35]=2)[CH:31]=[CH:32]1. The catalyst class is: 20. (9) Reactant: C([O:8][C:9]1[C:10]([C:21]([O:23][CH3:24])=[O:22])=[N:11][N:12]2[C:17]([CH3:18])=[CH:16][N:15]([CH3:19])[C:14](=[O:20])[C:13]=12)C1C=CC=CC=1.C(O)(C(F)(F)F)=O. Product: [OH:8][C:9]1[C:10]([C:21]([O:23][CH3:24])=[O:22])=[N:11][N:12]2[C:17]([CH3:18])=[CH:16][N:15]([CH3:19])[C:14](=[O:20])[C:13]=12. The catalyst class is: 22. (10) Reactant: Cl.[NH2:2][CH:3]1[CH2:12][C:11]2[C:6](=[CH:7][C:8]([Br:13])=[CH:9][CH:10]=2)[N:5]([OH:14])[C:4]1=[O:15].[C:16](O[C:16]([O:18][C:19]([CH3:22])([CH3:21])[CH3:20])=[O:17])([O:18][C:19]([CH3:22])([CH3:21])[CH3:20])=[O:17].C(N(CC)CC)C.O. The catalyst class is: 2. Product: [Br:13][C:8]1[CH:7]=[C:6]2[C:11]([CH2:12][CH:3]([NH:2][C:16](=[O:17])[O:18][C:19]([CH3:22])([CH3:21])[CH3:20])[C:4](=[O:15])[N:5]2[OH:14])=[CH:10][CH:9]=1.